The task is: Predict which catalyst facilitates the given reaction.. This data is from Catalyst prediction with 721,799 reactions and 888 catalyst types from USPTO. Reactant: Br[C:2]1[CH:3]=[C:4]([NH:8][CH2:9][CH:10]([OH:22])[CH2:11][N:12]2[CH2:21][CH2:20][C:19]3[C:14](=[CH:15][CH:16]=[CH:17][CH:18]=3)[CH2:13]2)[CH:5]=[CH:6][CH:7]=1.O.[CH3:24][N:25]1[C:29]2[CH:30]=[C:31](B3OC(C)(C)C(C)(C)O3)[CH:32]=[CH:33][C:28]=2[N:27]=[CH:26]1.C([O-])([O-])=O.[Cs+].[Cs+]. Product: [CH2:13]1[C:14]2[C:19](=[CH:18][CH:17]=[CH:16][CH:15]=2)[CH2:20][CH2:21][N:12]1[CH2:11][CH:10]([OH:22])[CH2:9][NH:8][C:4]1[CH:5]=[CH:6][CH:7]=[C:2]([C:31]2[CH:32]=[CH:33][C:28]3[N:27]=[CH:26][N:25]([CH3:24])[C:29]=3[CH:30]=2)[CH:3]=1. The catalyst class is: 75.